From a dataset of Forward reaction prediction with 1.9M reactions from USPTO patents (1976-2016). Predict the product of the given reaction. (1) Given the reactants Cl.[CH2:2]([O:9][C:10]1[CH:19]=[CH:18][CH:17]=[C:16]2[C:11]=1[CH2:12][CH2:13][CH2:14][CH:15]2[C:20]([N:22]([C:29]1[CH:30]=[N:31][C:32]([CH:35]([CH3:37])[CH3:36])=[CH:33][CH:34]=1)[CH2:23][C:24]1[CH:25]=[N:26][NH:27][CH:28]=1)=[O:21])[C:3]1[CH:8]=[CH:7][CH:6]=[CH:5][CH:4]=1.[CH3:38][C:39]1[CH:46]=[CH:45][C:42]([CH2:43]Cl)=[CH:41][CH:40]=1, predict the reaction product. The product is: [CH2:2]([O:9][C:10]1[CH:19]=[CH:18][CH:17]=[C:16]2[C:11]=1[CH2:12][CH2:13][CH2:14][CH:15]2[C:20]([N:22]([C:29]1[CH:30]=[N:31][C:32]([CH:35]([CH3:37])[CH3:36])=[CH:33][CH:34]=1)[CH2:23][C:24]1[CH:25]=[N:26][N:27]([CH2:38][C:39]2[CH:46]=[CH:45][C:42]([CH3:43])=[CH:41][CH:40]=2)[CH:28]=1)=[O:21])[C:3]1[CH:8]=[CH:7][CH:6]=[CH:5][CH:4]=1. (2) Given the reactants Cl[C:2]1[N:7]=[CH:6][C:5]([C:8]2([C:11]([O:13][CH2:14][CH3:15])=[O:12])[CH2:10][CH2:9]2)=[CH:4][CH:3]=1.[NH:16]1[CH2:20][CH2:19][CH2:18][CH2:17]1, predict the reaction product. The product is: [N:16]1([C:2]2[N:7]=[CH:6][C:5]([C:8]3([C:11]([O:13][CH2:14][CH3:15])=[O:12])[CH2:10][CH2:9]3)=[CH:4][CH:3]=2)[CH2:20][CH2:19][CH2:18][CH2:17]1. (3) Given the reactants [N:1]1[CH:2]=[CH:3][N:4]2[CH2:9][CH2:8][CH2:7][CH:6]([C:10]3[CH:15]=[CH:14][C:13]([OH:16])=[CH:12][CH:11]=3)[C:5]=12.[H-].[Na+].Cl[C:20]1[N:24]([CH2:25][O:26][CH2:27][CH2:28][Si:29]([CH3:32])([CH3:31])[CH3:30])[C:23]2[CH:33]=[CH:34][CH:35]=[CH:36][C:22]=2[N:21]=1.O, predict the reaction product. The product is: [N:1]1[CH:2]=[CH:3][N:4]2[CH2:9][CH2:8][CH2:7][CH:6]([C:10]3[CH:11]=[CH:12][C:13]([O:16][C:20]4[N:24]([CH2:25][O:26][CH2:27][CH2:28][Si:29]([CH3:31])([CH3:32])[CH3:30])[C:23]5[CH:33]=[CH:34][CH:35]=[CH:36][C:22]=5[N:21]=4)=[CH:14][CH:15]=3)[C:5]=12. (4) Given the reactants [I:1][C:2]1[N:7]=[CH:6][C:5]([NH2:8])=[CH:4][CH:3]=1.N1C=CC=CC=1.[CH3:15][S:16](Cl)(=[O:18])=[O:17].C(O)(=O)C, predict the reaction product. The product is: [I:1][C:2]1[N:7]=[CH:6][C:5]([NH:8][S:16]([CH3:15])(=[O:18])=[O:17])=[CH:4][CH:3]=1. (5) The product is: [Br:14][C:8]1[CH:7]=[CH:6][C:4]([NH2:5])=[C:3]([CH:9]2[CH2:13][CH2:12][CH2:11][O:10]2)[C:2]=1[F:1]. Given the reactants [F:1][C:2]1[C:3]([CH:9]2[CH2:13][CH2:12][CH2:11][O:10]2)=[C:4]([CH:6]=[CH:7][CH:8]=1)[NH2:5].[Br:14]N1C(=O)CCC1=O, predict the reaction product. (6) Given the reactants [CH3:1][C:2]1([CH3:30])[CH2:11][C:10]2[C:5](=[CH:6][CH:7]=[C:8]([C:12]([O:14]C)=[O:13])[CH:9]=2)[NH:4][CH:3]1[C:16]1[CH:21]=[CH:20][CH:19]=[C:18]([C:22](=[O:29])[NH:23][CH:24]2[CH2:28][CH2:27][O:26][CH2:25]2)[CH:17]=1.[OH-].[Na+], predict the reaction product. The product is: [CH3:1][C:2]1([CH3:30])[CH2:11][C:10]2[C:5](=[CH:6][CH:7]=[C:8]([C:12]([OH:14])=[O:13])[CH:9]=2)[NH:4][CH:3]1[C:16]1[CH:21]=[CH:20][CH:19]=[C:18]([C:22](=[O:29])[NH:23][CH:24]2[CH2:28][CH2:27][O:26][CH2:25]2)[CH:17]=1.